Dataset: Forward reaction prediction with 1.9M reactions from USPTO patents (1976-2016). Task: Predict the product of the given reaction. (1) Given the reactants [Cl-].[Cl-].[Cl-].[Al+3].[F:5][C:6]1[CH:14]=[CH:13][C:9]([C:10](Cl)=[O:11])=[CH:8][CH:7]=1.[F:15][C:16]1[CH:17]=[C:18]([O:22][CH3:23])[CH:19]=[CH:20][CH:21]=1, predict the reaction product. The product is: [F:15][C:16]1[CH:17]=[C:18]([O:22][CH3:23])[CH:19]=[CH:20][C:21]=1[C:10]([C:9]1[CH:13]=[CH:14][C:6]([F:5])=[CH:7][CH:8]=1)=[O:11]. (2) Given the reactants [F:1][C:2]1[CH:7]=[C:6]([N+:8]([O-:10])=[O:9])[CH:5]=[C:4]([F:11])[C:3]=1F.[O:13]1[C:17]2([CH2:22][CH2:21][NH:20][CH2:19][CH2:18]2)[O:16][CH2:15][CH2:14]1.C(=O)([O-])[O-].[K+].[K+], predict the reaction product. The product is: [F:11][C:4]1[CH:5]=[C:6]([N+:8]([O-:10])=[O:9])[CH:7]=[C:2]([F:1])[C:3]=1[N:20]1[CH2:21][CH2:22][C:17]2([O:16][CH2:15][CH2:14][O:13]2)[CH2:18][CH2:19]1. (3) Given the reactants Br[C:2]1[CH:3]=[C:4]([NH:8][S:9]([C:12]2[CH:17]=[CH:16][C:15]([F:18])=[CH:14][CH:13]=2)(=[O:11])=[O:10])[CH:5]=[N:6][CH:7]=1.[CH3:19][Sn:20]([CH3:26])([CH3:25])[Sn:20]([CH3:26])([CH3:25])[CH3:19], predict the reaction product. The product is: [F:18][C:15]1[CH:16]=[CH:17][C:12]([S:9]([NH:8][C:4]2[CH:5]=[N:6][CH:7]=[C:2]([Sn:20]([CH3:26])([CH3:25])[CH3:19])[CH:3]=2)(=[O:11])=[O:10])=[CH:13][CH:14]=1. (4) Given the reactants [CH2:1]([O:8][C:9](=[O:21])[C@@H:10]([NH:13][C:14]([O:16][C:17]([CH3:20])([CH3:19])[CH3:18])=[O:15])[CH2:11][OH:12])[C:2]1[CH:7]=[CH:6][CH:5]=[CH:4][CH:3]=1.F[B-](F)(F)F.[CH3:27][O+](C)C.CN(C1C2C(N(C)C)=CC=CC=2C=CC=1)C, predict the reaction product. The product is: [CH2:1]([O:8][C:9](=[O:21])[C@@H:10]([NH:13][C:14]([O:16][C:17]([CH3:18])([CH3:20])[CH3:19])=[O:15])[CH2:11][O:12][CH3:27])[C:2]1[CH:7]=[CH:6][CH:5]=[CH:4][CH:3]=1. (5) Given the reactants CO[C:3](=[O:34])[N:4]=[C:5](SC)[C:6]([C:20]1[CH:25]=[C:24]([O:26][CH3:27])[C:23]([O:28][CH3:29])=[C:22]([CH2:30][OH:31])[CH:21]=1)=[N:7][C:8]1[CH:13]=[CH:12][C:11]([C:14]2[N:18]=[C:17]([CH3:19])[O:16][N:15]=2)=[CH:10][CH:9]=1.[NH:35]([C:37]1[N:42]=[CH:41][CH:40]=[CH:39][N:38]=1)[NH2:36].C(N(CC)CC)C, predict the reaction product. The product is: [OH:31][CH2:30][C:22]1[C:23]([O:28][CH3:29])=[C:24]([O:26][CH3:27])[CH:25]=[C:20]([CH:6]([NH:7][C:8]2[CH:13]=[CH:12][C:11]([C:14]3[N:18]=[C:17]([CH3:19])[O:16][N:15]=3)=[CH:10][CH:9]=2)[C:5]2[NH:4][C:3](=[O:34])[N:35]([C:37]3[N:42]=[CH:41][CH:40]=[CH:39][N:38]=3)[N:36]=2)[CH:21]=1.